From a dataset of Full USPTO retrosynthesis dataset with 1.9M reactions from patents (1976-2016). Predict the reactants needed to synthesize the given product. (1) Given the product [CH:22]1([O:21][C:8]2[N:7]=[CH:6][N:11]=[C:10]([C:12]([O:14][CH:15]3[CH2:20][CH2:19][CH2:18][CH2:17][CH2:16]3)=[O:13])[CH:9]=2)[CH2:23][CH2:24][CH2:25][CH2:26][CH2:27]1, predict the reactants needed to synthesize it. The reactants are: C([O-])=O.[NH4+].Cl[C:6]1[N:11]=[C:10]([C:12]([O:14][CH:15]2[CH2:20][CH2:19][CH2:18][CH2:17][CH2:16]2)=[O:13])[CH:9]=[C:8]([O:21][CH:22]2[CH2:27][CH2:26][CH2:25][CH2:24][CH2:23]2)[N:7]=1. (2) Given the product [Cl:1][C:2]1[C:3]([CH2:26][C:27]([NH:43][CH2:42][C:37]2[C:36]([N:31]3[CH:35]=[N:34][CH:33]=[N:32]3)=[CH:41][CH:40]=[CH:39][N:38]=2)=[O:29])=[N:4][C:5]([NH:8][CH2:16][C:17]([F:24])([F:25])[C:18]2[CH:23]=[CH:22][CH:21]=[CH:20][N:19]=2)=[CH:6][CH:7]=1, predict the reactants needed to synthesize it. The reactants are: [Cl:1][C:2]1[C:3]([CH2:26][C:27]([OH:29])=O)=[N:4][C:5]([N:8]([CH2:16][C:17]([F:25])([F:24])[C:18]2[CH:23]=[CH:22][CH:21]=[CH:20][N:19]=2)C(OC(C)(C)C)=O)=[CH:6][CH:7]=1.Cl.[N:31]1([C:36]2[C:37]([CH2:42][NH2:43])=[N:38][CH:39]=[CH:40][CH:41]=2)[CH:35]=[N:34][CH:33]=[N:32]1. (3) Given the product [CH3:37][O:38][C:39](=[O:43])[CH2:40][CH2:41][NH:42][C:16](=[O:17])[C:15]1[CH:19]=[CH:20][C:12]([CH:7]([O:6][C:5]2[CH:21]=[CH:22][C:2]([Br:1])=[C:3]([CH:23]3[O:28][CH2:27][CH2:26][CH2:25][O:24]3)[CH:4]=2)[CH2:8][CH:9]([CH3:11])[CH3:10])=[CH:13][CH:14]=1, predict the reactants needed to synthesize it. The reactants are: [Br:1][C:2]1[CH:22]=[CH:21][C:5]([O:6][CH:7]([C:12]2[CH:20]=[CH:19][C:15]([C:16](O)=[O:17])=[CH:14][CH:13]=2)[CH2:8][CH:9]([CH3:11])[CH3:10])=[CH:4][C:3]=1[CH:23]1[O:28][CH2:27][CH2:26][CH2:25][O:24]1.C(N(CC)CC)C.Cl.[CH3:37][O:38][C:39](=[O:43])[CH2:40][CH2:41][NH2:42].CCN=C=NCCCN(C)C. (4) Given the product [C:1]([N:5]1[C:9](=[O:10])[C:8]([NH:11][CH2:12][C:13]([O:15][C:29]2[CH:30]=[CH:31][C:26]([O:25][CH3:24])=[CH:27][CH:28]=2)=[O:14])=[C:7]([C:16]2[CH:21]=[CH:20][CH:19]=[CH:18][CH:17]=2)[S:6]1(=[O:23])=[O:22])([CH3:4])([CH3:2])[CH3:3], predict the reactants needed to synthesize it. The reactants are: [C:1]([N:5]1[C:9](=[O:10])[C:8]([NH:11][CH2:12][C:13]([OH:15])=[O:14])=[C:7]([C:16]2[CH:21]=[CH:20][CH:19]=[CH:18][CH:17]=2)[S:6]1(=[O:23])=[O:22])([CH3:4])([CH3:3])[CH3:2].[CH3:24][O:25][C:26]1[CH:31]=[CH:30][C:29](O)=[CH:28][CH:27]=1.